Dataset: Catalyst prediction with 721,799 reactions and 888 catalyst types from USPTO. Task: Predict which catalyst facilitates the given reaction. (1) Reactant: [C:1]([C:4]1[N:5]([CH2:29][C:30]2[CH:35]=[CH:34][CH:33]=[CH:32][N:31]=2)[C:6]2[C:11]([C:12]=1[C:13]([NH:15][CH2:16][C:17]1[CH:22]=[CH:21][C:20]([F:23])=[C:19]([F:24])[CH:18]=1)=[O:14])=[CH:10][CH:9]=[C:8]([O:25][CH:26]([CH3:28])[CH3:27])[CH:7]=2)(=O)[CH3:2].[OH:36][NH2:37].Cl.N1C=CC=CC=1. Product: [F:24][C:19]1[CH:18]=[C:17]([CH:22]=[CH:21][C:20]=1[F:23])[CH2:16][NH:15][C:13]([C:12]1[C:11]2[C:6](=[CH:7][C:8]([O:25][CH:26]([CH3:27])[CH3:28])=[CH:9][CH:10]=2)[N:5]([CH2:29][C:30]2[CH:35]=[CH:34][CH:33]=[CH:32][N:31]=2)[C:4]=1/[C:1](=[N:37]/[OH:36])/[CH3:2])=[O:14]. The catalyst class is: 5. (2) Reactant: [CH3:1][O:2][C:3]([N:5]1[C:13]2[C:8](=[CH:9][C:10]([C:14](=O)[CH3:15])=[CH:11][CH:12]=2)[CH2:7][CH2:6]1)=[O:4].C(N(CC)CC)C.Cl.[OH-:25].[NH4+:26]. Product: [OH:25][N:26]=[C:14]([C:10]1[CH:9]=[C:8]2[C:13](=[CH:12][CH:11]=1)[N:5]([C:3]([O:2][CH3:1])=[O:4])[CH2:6][CH2:7]2)[CH3:15]. The catalyst class is: 8. (3) The catalyst class is: 7. Product: [C:19]1([C:25]2[CH:26]=[C:27]3[C:31](=[CH:32][C:33]=2[Cl:34])[NH:30][N:29]=[C:28]3[NH:43][C:44](=[O:48])[CH2:45][CH2:46][CH3:47])[CH:20]=[CH:21][CH:22]=[CH:23][CH:24]=1. Reactant: [F-].C([N+](CCCC)(CCCC)CCCC)CCC.[C:19]1([C:25]2[CH:26]=[C:27]3[C:31](=[CH:32][C:33]=2[Cl:34])[N:30](COCC[Si](C)(C)C)[N:29]=[C:28]3[NH:43][C:44](=[O:48])[CH2:45][CH2:46][CH3:47])[CH:24]=[CH:23][CH:22]=[CH:21][CH:20]=1.C(OCC)(=O)C. (4) Reactant: [NH2:1][CH2:2][CH2:3][NH:4][CH2:5][CH2:6][NH:7][C:8]1[N:9]=[N+:10]([O-:19])[C:11]2[CH:18]=[CH:17][CH:16]=[CH:15][C:12]=2[N+:13]=1[O-:14].N1([C:25]([C:27]2[C:40]3[C:31](=[CH:32][C:33]4[C:38]([N:39]=3)=[CH:37][CH:36]=[CH:35][CH:34]=4)[CH:30]=[CH:29][CH:28]=2)=[O:26])C=CN=C1. Product: [O-:19][N+:10]1[C:11]2[CH:18]=[CH:17][CH:16]=[CH:15][C:12]=2[N+:13]([O-:14])=[C:8]([NH:7][CH2:6][CH2:5][NH:4][CH2:3][CH2:2][NH:1][C:25]([C:27]2[C:40]3[C:31](=[CH:32][C:33]4[C:38]([N:39]=3)=[CH:37][CH:36]=[CH:35][CH:34]=4)[CH:30]=[CH:29][CH:28]=2)=[O:26])[N:9]=1. The catalyst class is: 3. (5) Reactant: C(O[C:6]([N:8]([C:10]1[N:15]=[C:14]([CH2:16][CH2:17][O:18][C:19]2[CH:24]=[CH:23][C:22]([CH2:25][CH:26]([C:32]3[S:33][CH:34]=[CH:35][CH:36]=3)[CH2:27][C:28]([O:30]C)=[O:29])=[CH:21][CH:20]=2)[CH:13]=[CH:12][CH:11]=1)C)=O)(C)(C)C.Cl.O1CCOCC1.[OH-].[Na+].Cl. Product: [CH3:6][NH:8][C:10]1[N:15]=[C:14]([CH2:16][CH2:17][O:18][C:19]2[CH:24]=[CH:23][C:22]([CH2:25][CH:26]([C:32]3[S:33][CH:34]=[CH:35][CH:36]=3)[CH2:27][C:28]([OH:30])=[O:29])=[CH:21][CH:20]=2)[CH:13]=[CH:12][CH:11]=1. The catalyst class is: 1. (6) Reactant: [CH2:1]([O:4][CH2:5][CH:6]1[CH2:11][CH2:10][CH2:9][CH2:8][C:7]1=[CH2:12])C=C. Product: [CH2:5]1[CH:6]2[C:7]([CH2:8][CH2:9][CH2:10][CH2:11]2)=[CH:12][CH2:1][O:4]1. The catalyst class is: 26. (7) Product: [CH3:1][O:2][C:3]1[CH:12]=[C:11]2[C:6]([CH2:7][CH2:8][CH2:9][CH:10]2[CH2:21][C:22]([O:17][CH2:15][CH3:18])=[O:23])=[CH:5][CH:4]=1. Reactant: [CH3:1][O:2][C:3]1[CH:12]=[C:11]2[C:6]([CH2:7][CH2:8][CH2:9][C:10]2=O)=[CH:5][CH:4]=1.C[C:15]([CH3:18])([O-:17])C.[K+].C1C[O:23][CH2:22][CH2:21]1. The catalyst class is: 50.